Dataset: Experimentally validated miRNA-target interactions with 360,000+ pairs, plus equal number of negative samples. Task: Binary Classification. Given a miRNA mature sequence and a target amino acid sequence, predict their likelihood of interaction. (1) The miRNA is hsa-miR-196a-3p with sequence CGGCAACAAGAAACUGCCUGAG. The protein sequence of the target gene is MRNMIPQDNENPPQQGEANQNDSVAFEDVAVNFTPDEWALLDPSQKNLYREVMQETLRNLASIEVLWKRDSLKVKVISMEKF. Result: 0 (no interaction). (2) The miRNA is mmu-miR-3059-5p with sequence UUUCCUCUCUGCCCCAUAGGGU. The protein sequence of the target gene is MAPNHLSVREMREDEKPLVLEMLKAGVKDTENRVALHALTRPPALLLLAAASSGLRFILASFALALLLPVFLAVAAVKLGLRARWGSLPPPGGLGGPWVAVRGSGDVCGVLALAPGANVGDGARVTRLSVSRWHRRRGVGRRLLAFAEARARAWAGSMGEPRARLVVPVAVAAWGVAGLLEACGYQAEGGWGCMGYMLVREFSKDL. Result: 1 (interaction). (3) The miRNA is mmu-miR-3082-5p with sequence GACAGAGUGUGUGUGUCUGUGU. The protein sequence of the target gene is MYSTNPGSWVTFDDDPAFQSSQKRKDFSLETQGVCRPNGLKLTLPTLRDPPSTPSSASSTPLSSPMVDFYFSPGPPSNSPLSTPTKDFPGFPGIPKAGTHVLYPIPECSSSSAPTTAGGVGPPLLLTKPDCSPHVSLPSSHSHTQPTPTLGFTEDAGPQRVQSEARQFEYFQDHCAFSNPFWKDEGSASPFPLDSLASRKPFSPKDKEVPIGHKSLTQCSLDYICEKLEHLHSAETQDPLGDLSMQDPYAGDTVSFVPHSLFRSQPRAGWSFMLRIPEKKNMMSSRQWGPIFLKVLPGGI.... Result: 0 (no interaction). (4) The miRNA is hsa-miR-4704-5p with sequence GACACUAGGCAUGUGAGUGAUU. The protein sequence of the target gene is MPVDDCWLYFPASRGRTFVQTVWVAPTCPNCCWFPGFLPPVPRPPHVPRVLLRGPRGAVLPASRPSKTLPSSSQTPCPTDPCICPPPSTPDSRQEKNTQSELPNKKGQLQKLPTMNGSKDPPGSYDFDLIIIGGGSGGLAAAKEAAKFDKKVLVLDFVTPTPLGTRWGLGGTCVNVGCIPKKLMHQAALLGQALKDSRNYGWKVEDTVKHDWEKMTESVQSHIGSLNWGYRVALREKKVVYENAYGRFIGPHRIVATNNKGKEKIYSAERFLIATGERPRYLGIPGDKEYCISSDDLFSL.... Result: 0 (no interaction).